This data is from Forward reaction prediction with 1.9M reactions from USPTO patents (1976-2016). The task is: Predict the product of the given reaction. (1) Given the reactants [Cl:1][C:2]1[CH:34]=[C:33]([Cl:35])[CH:32]=[CH:31][C:3]=1[C:4]([NH:6][CH2:7][CH2:8][O:9][C:10]1[CH:19]=[C:18]2[C:13]([CH2:14][CH2:15][N:16]=[C:17]2[C:20]2([C:24]3[CH:29]=[CH:28][C:27]([Cl:30])=[CH:26][CH:25]=3)[CH2:23][CH2:22][CH2:21]2)=[CH:12][CH:11]=1)=[O:5].[BH4-].[Na+].CO, predict the reaction product. The product is: [Cl:1][C:2]1[CH:34]=[C:33]([Cl:35])[CH:32]=[CH:31][C:3]=1[C:4]([NH:6][CH2:7][CH2:8][O:9][C:10]1[CH:19]=[C:18]2[C:13]([CH2:14][CH2:15][NH:16][CH:17]2[C:20]2([C:24]3[CH:25]=[CH:26][C:27]([Cl:30])=[CH:28][CH:29]=3)[CH2:23][CH2:22][CH2:21]2)=[CH:12][CH:11]=1)=[O:5]. (2) Given the reactants [Cl:1][C:2]1[CH:7]=[CH:6][C:5]([O:8][CH3:9])=[CH:4][C:3]=1[CH2:10][C:11](O)=O.[C:14]1([NH:20][C:21](=[S:24])[NH:22][NH2:23])[CH:19]=[CH:18][CH:17]=[CH:16][CH:15]=1, predict the reaction product. The product is: [Cl:1][C:2]1[CH:7]=[CH:6][C:5]([O:8][CH3:9])=[CH:4][C:3]=1[CH2:10][C:11]1[N:20]([C:14]2[CH:15]=[CH:16][CH:17]=[CH:18][CH:19]=2)[C:21](=[S:24])[NH:22][N:23]=1. (3) Given the reactants [Br:1][C:2]1[CH:3]=[C:4]2[C:9](=[CH:10][CH:11]=1)[NH:8][C:7](=[O:12])[CH:6]=[C:5]2[OH:13].BrC1C=C2C(=CC=1)N=C(Cl)C(CC1C=CC(C#N)=CC=1)=C2Cl.[F:36][C:37]([F:47])([F:46])[C:38]1[CH:45]=[CH:44][C:41]([CH:42]=O)=[CH:40][N:39]=1.CC1NC(C)=C(C(OCC)=O)CC=1C(OCC)=O, predict the reaction product. The product is: [Br:1][C:2]1[CH:3]=[C:4]2[C:9](=[CH:10][CH:11]=1)[N:8]=[C:7]([OH:12])[C:6]([CH2:42][C:41]1[CH:40]=[N:39][C:38]([C:37]([F:47])([F:36])[F:46])=[CH:45][CH:44]=1)=[C:5]2[OH:13]. (4) Given the reactants C1(CC(Cl)=O)C=CC=CC=1.[F:11][C:12]1[CH:25]=[CH:24][C:15](/[CH:16]=[C:17]2/[C:18](=[O:23])[NH:19][C:20](=[O:22])[S:21]/2)=[CH:14][C:13]=1[C:26]1[CH:31]=[N:30][CH:29]=[C:28]([N:32]2[CH2:38][CH2:37][CH2:36][N:35]([C:39](=[O:47])[CH2:40][C:41]3[CH:46]=[CH:45][CH:44]=[CH:43][CH:42]=3)[CH2:34][CH2:33]2)[N:27]=1, predict the reaction product. The product is: [F:11][C:12]1[CH:25]=[CH:24][C:15]([CH:16]=[C:17]2[S:21][C:20](=[O:22])[NH:19][C:18]2=[O:23])=[CH:14][C:13]=1[C:26]1[CH:31]=[N:30][CH:29]=[C:28]([N:32]2[CH2:38][CH2:37][CH2:36][N:35]([C:39](=[O:47])[CH2:40][C:41]3[CH:46]=[CH:45][CH:44]=[CH:43][CH:42]=3)[CH2:34][CH2:33]2)[N:27]=1.